Dataset: CYP1A2 inhibition data for predicting drug metabolism from PubChem BioAssay. Task: Regression/Classification. Given a drug SMILES string, predict its absorption, distribution, metabolism, or excretion properties. Task type varies by dataset: regression for continuous measurements (e.g., permeability, clearance, half-life) or binary classification for categorical outcomes (e.g., BBB penetration, CYP inhibition). Dataset: cyp1a2_veith. (1) The molecule is Cc1cc(C)c(C#N)c(SCc2cc3c(cc2Cl)OCO3)n1. The result is 1 (inhibitor). (2) The drug is CC1CN(C(=O)COc2ncnc3ccccc23)CC(C)O1. The result is 0 (non-inhibitor). (3) The drug is COc1cc(C=C(C#N)C#N)cc(O)c1O. The result is 1 (inhibitor). (4) The result is 0 (non-inhibitor). The compound is CCOc1ccc(OCC)c(-c2c(=O)n(OCc3ccccc3C(=O)OC)c3ccccc3[n+]2[O-])c1.